This data is from Merck oncology drug combination screen with 23,052 pairs across 39 cell lines. The task is: Regression. Given two drug SMILES strings and cell line genomic features, predict the synergy score measuring deviation from expected non-interaction effect. (1) Drug 1: CN(Cc1cnc2nc(N)nc(N)c2n1)c1ccc(C(=O)NC(CCC(=O)O)C(=O)O)cc1. Drug 2: COC1=C2CC(C)CC(OC)C(O)C(C)C=C(C)C(OC(N)=O)C(OC)C=CC=C(C)C(=O)NC(=CC1=O)C2=O. Cell line: LOVO. Synergy scores: synergy=-6.00. (2) Drug 1: NC(=O)c1cccc2cn(-c3ccc(C4CCCNC4)cc3)nc12. Drug 2: Cn1cc(-c2cnn3c(N)c(Br)c(C4CCCNC4)nc23)cn1. Cell line: SKMES1. Synergy scores: synergy=-1.74. (3) Drug 1: Cn1c(=O)n(-c2ccc(C(C)(C)C#N)cc2)c2c3cc(-c4cnc5ccccc5c4)ccc3ncc21. Drug 2: CNC(=O)c1cc(Oc2ccc(NC(=O)Nc3ccc(Cl)c(C(F)(F)F)c3)cc2)ccn1. Cell line: EFM192B. Synergy scores: synergy=-3.29. (4) Drug 1: COc1cccc2c1C(=O)c1c(O)c3c(c(O)c1C2=O)CC(O)(C(=O)CO)CC3OC1CC(N)C(O)C(C)O1. Drug 2: CS(=O)(=O)CCNCc1ccc(-c2ccc3ncnc(Nc4ccc(OCc5cccc(F)c5)c(Cl)c4)c3c2)o1. Cell line: MDAMB436. Synergy scores: synergy=-6.33. (5) Drug 1: COc1cc(C2c3cc4c(cc3C(OC3OC5COC(C)OC5C(O)C3O)C3COC(=O)C23)OCO4)cc(OC)c1O. Drug 2: CC(C)CC(NC(=O)C(Cc1ccccc1)NC(=O)c1cnccn1)B(O)O. Cell line: ZR751. Synergy scores: synergy=26.8. (6) Drug 1: CC1(c2nc3c(C(N)=O)cccc3[nH]2)CCCN1. Drug 2: Cn1c(=O)n(-c2ccc(C(C)(C)C#N)cc2)c2c3cc(-c4cnc5ccccc5c4)ccc3ncc21. Cell line: LOVO. Synergy scores: synergy=19.4. (7) Drug 1: Cn1c(=O)n(-c2ccc(C(C)(C)C#N)cc2)c2c3cc(-c4cnc5ccccc5c4)ccc3ncc21. Drug 2: NC1CCCCC1N.O=C(O)C(=O)O.[Pt+2]. Cell line: A2058. Synergy scores: synergy=21.7.